From a dataset of Peptide-MHC class II binding affinity with 134,281 pairs from IEDB. Regression. Given a peptide amino acid sequence and an MHC pseudo amino acid sequence, predict their binding affinity value. This is MHC class II binding data. (1) The peptide sequence is GIVVAWKVRLLPVPP. The MHC is DRB1_1101 with pseudo-sequence DRB1_1101. The binding affinity (normalized) is 0.619. (2) The peptide sequence is IGLEIKDVQIIKQSEKEYIRIDAKVVP. The MHC is DRB1_1501 with pseudo-sequence DRB1_1501. The binding affinity (normalized) is 1.00.